This data is from Reaction yield outcomes from USPTO patents with 853,638 reactions. The task is: Predict the reaction yield, written as a fraction of the theoretical maximum amount of product (1.0 means a 100% yield; for example, 0.34 means a 34% yield). (1) The reactants are [CH:1]([Li])([CH2:3][CH3:4])[CH3:2].CO[N:8](C)[C:9](=O)[CH2:10][CH3:11].F[C:15](F)(F)C(O)=O.[CH2:21]1[CH2:25][O:24][CH2:23][CH2:22]1. The catalyst is ClCCl. The product is [CH:1]([C:3]1[NH:8][C:9]2[C:22]([CH:4]=1)=[CH:21][C:25]([O:24][CH3:23])=[CH:11][CH:10]=2)([CH3:15])[CH3:2]. The yield is 0.280. (2) The reactants are [CH2:1]([C:5]1[N:10]2[N:11]=[C:12]([CH3:14])[N:13]=[C:9]2[N:8]([CH:15]2[CH2:24][CH2:23][C:18]3(OCC[O:19]3)[CH2:17][CH2:16]2)[C:7](=[O:25])[C:6]=1[CH2:26][C:27]1[CH:32]=[CH:31][C:30]([C:33]2[C:34]([C:39]#[N:40])=[CH:35][CH:36]=[CH:37][CH:38]=2)=[CH:29][CH:28]=1)[CH2:2][CH2:3][CH3:4].Cl.O1CCCC1. The catalyst is C(OCC)(=O)C. The product is [CH2:1]([C:5]1[N:10]2[N:11]=[C:12]([CH3:14])[N:13]=[C:9]2[N:8]([C@H:15]2[CH2:24][CH2:23][C@H:18]([OH:19])[CH2:17][CH2:16]2)[C:7](=[O:25])[C:6]=1[CH2:26][C:27]1[CH:28]=[CH:29][C:30]([C:33]2[C:34]([C:39]#[N:40])=[CH:35][CH:36]=[CH:37][CH:38]=2)=[CH:31][CH:32]=1)[CH2:2][CH2:3][CH3:4]. The yield is 0.830. (3) The reactants are [N+:1]([C:4]1[C:10]([N:11]2[CH2:16][CH2:15][CH2:14][CH2:13][CH2:12]2)=[CH:9][CH:8]=[CH:7][C:5]=1[NH2:6])([O-])=O. The catalyst is CO.[Pd]. The product is [N:11]1([C:10]2[CH:9]=[CH:8][CH:7]=[C:5]([NH2:6])[C:4]=2[NH2:1])[CH2:12][CH2:13][CH2:14][CH2:15][CH2:16]1. The yield is 0.760. (4) The reactants are [CH3:1][O:2][C:3]1[C:8]([C:9]#[C:10][C:11]2[CH:12]=[N:13][C:14]([NH2:17])=[N:15][CH:16]=2)=[CH:7][CH:6]=[CH:5][C:4]=1[N+:18]([O-])=O.O.CO.CCOC(C)=O.C(=O)([O-])[O-].[K+].[K+]. The catalyst is C(O)(=O)C.[Fe]. The product is [NH2:18][C:4]1[CH:5]=[CH:6][CH:7]=[C:8]([C:9]#[C:10][C:11]2[CH:16]=[N:15][C:14]([NH2:17])=[N:13][CH:12]=2)[C:3]=1[O:2][CH3:1]. The yield is 0.760. (5) The reactants are [NH2:1][C:2]1[N:6]=[CH:5][NH:4][N:3]=1.[OH:7][C:8]([CH3:19])([CH3:18])[CH2:9][O:10][CH:11]1[CH2:16][CH2:15][C:14](=O)[CH2:13][CH2:12]1.C(O[BH-](OC(=O)C)OC(=O)C)(=O)C.[Na+]. The catalyst is C(O)(=O)C. The product is [CH3:19][C:8]([OH:7])([CH3:18])[CH2:9][O:10][CH:11]1[CH2:16][CH2:15][CH:14]([NH:1][C:2]2[N:6]=[CH:5][NH:4][N:3]=2)[CH2:13][CH2:12]1. The yield is 0.640. (6) The reactants are [O:1]1[C:5]2[CH:6]=[CH:7][CH:8]=[CH:9][C:4]=2[CH:3]=[C:2]1[S:10]([NH:13][C:14]1[CH:19]=[C:18]([Cl:20])[CH:17]=[CH:16][C:15]=1[S:21][CH2:22][C:23]([OH:25])=[O:24])(=[O:12])=[O:11].C1C=C(Cl)C=C(C(OO)=[O:34])C=1. The catalyst is C(Cl)Cl.C(#N)C. The product is [O:1]1[C:5]2[CH:6]=[CH:7][CH:8]=[CH:9][C:4]=2[CH:3]=[C:2]1[S:10]([NH:13][C:14]1[CH:19]=[C:18]([Cl:20])[CH:17]=[CH:16][C:15]=1[S:21]([CH2:22][C:23]([OH:25])=[O:24])=[O:34])(=[O:11])=[O:12]. The yield is 0.740.